Dataset: Forward reaction prediction with 1.9M reactions from USPTO patents (1976-2016). Task: Predict the product of the given reaction. (1) Given the reactants [F:1][C:2]1[CH:8]=[C:7]([O:9][C:10]2[C:19]3[C:14](=[CH:15][C:16]([CH2:22][CH2:23][CH2:24]Cl)=[C:17]([O:20][CH3:21])[CH:18]=3)[N:13]=[CH:12][CH:11]=2)[CH:6]=[CH:5][C:3]=1[NH2:4].[C:26](=[O:29])([O-])[O-].[K+].[K+].[I-].[Na+].FC1C=CC([CH2:41][C:42](O)=O)=CC=1.[CH3:45][N:46](C)C=O, predict the reaction product. The product is: [F:1][C:2]1[CH:8]=[C:7]([O:9][C:10]2[C:19]3[C:14](=[CH:15][C:16]([CH2:22][CH2:23][CH2:24][N:46]4[CH2:45][CH2:26][O:29][CH2:42][CH2:41]4)=[C:17]([O:20][CH3:21])[CH:18]=3)[N:13]=[CH:12][CH:11]=2)[CH:6]=[CH:5][C:3]=1[NH2:4]. (2) Given the reactants [NH2:1][C:2]1[S:3][C:4]([CH2:9][C:10]2[CH:15]=[CH:14][CH:13]=[CH:12][C:11]=2[Cl:16])=[CH:5][C:6]=1[C:7]#[N:8].ClC1C=CC=CC=1CC1SC2N=C(C3N=CC=CN=3)N=C(N)C=2C=1.[N:41]1[C:46]([C:47]#[N:48])=[CH:45][CH:44]=[CH:43][C:42]=1[C:49]#[N:50].CC1OC(C#N)=CC=1, predict the reaction product. The product is: [NH2:8][C:7]1[C:6]2[CH:5]=[C:4]([CH2:9][C:10]3[CH:15]=[CH:14][CH:13]=[CH:12][C:11]=3[Cl:16])[S:3][C:2]=2[N:1]=[C:49]([C:42]2[N:41]=[C:46]([C:47]#[N:48])[CH:45]=[CH:44][CH:43]=2)[N:50]=1.